Dataset: Forward reaction prediction with 1.9M reactions from USPTO patents (1976-2016). Task: Predict the product of the given reaction. The product is: [OH:35][C:7]1[C:8]([CH3:33])=[C:9]([CH3:32])[CH:10]=[C:11]2[C:19]=1[N:18]=[C:17]1[N:12]2[C:13]([C:28]([CH3:31])([CH3:30])[CH3:29])=[CH:14][C:15]2[N:23]=[C:22]([C:24]([CH3:27])([CH3:26])[CH3:25])[CH:21]=[CH:20][C:16]=21. Given the reactants C([Li])CCC.Br[C:7]1[C:8]([CH3:33])=[C:9]([CH3:32])[CH:10]=[C:11]2[C:19]=1[N:18]=[C:17]1[N:12]2[C:13]([C:28]([CH3:31])([CH3:30])[CH3:29])=[CH:14][C:15]2[N:23]=[C:22]([C:24]([CH3:27])([CH3:26])[CH3:25])[CH:21]=[CH:20][C:16]=21.B(OC)(OC)[O:35]C, predict the reaction product.